From a dataset of Forward reaction prediction with 1.9M reactions from USPTO patents (1976-2016). Predict the product of the given reaction. (1) Given the reactants [Cl:1][C:2]1[CH:11]=[C:10]2[C:5]([C:6](=[O:32])[C:7]([CH2:18][NH:19][C:20](=O)[O:21]C3C=CC([N+]([O-])=O)=CC=3)=[CH:8][N:9]2[C:12]2[CH:17]=[CH:16][CH:15]=[CH:14][CH:13]=2)=[CH:4][CH:3]=1.[CH3:33][N:34]1[CH2:39][CH2:38][NH:37][CH2:36][CH2:35]1, predict the reaction product. The product is: [Cl:1][C:2]1[CH:11]=[C:10]2[C:5]([C:6](=[O:32])[C:7]([CH2:18][NH:19][C:20]([N:37]3[CH2:38][CH2:39][N:34]([CH3:33])[CH2:35][CH2:36]3)=[O:21])=[CH:8][N:9]2[C:12]2[CH:13]=[CH:14][CH:15]=[CH:16][CH:17]=2)=[CH:4][CH:3]=1. (2) Given the reactants [C:1]([C:5]1[CH:12]=[CH:11][C:8]([CH:9]=O)=[CH:7][CH:6]=1)([CH3:4])([CH3:3])[CH3:2].[Cl:13][C:14]1[CH:15]=[C:16]([CH2:20][CH2:21][NH2:22])[CH:17]=[CH:18][CH:19]=1.[BH4-].[Na+], predict the reaction product. The product is: [C:1]([C:5]1[CH:12]=[CH:11][C:8]([CH2:9][NH:22][CH2:21][CH2:20][C:16]2[CH:17]=[CH:18][CH:19]=[C:14]([Cl:13])[CH:15]=2)=[CH:7][CH:6]=1)([CH3:4])([CH3:3])[CH3:2].